From a dataset of Forward reaction prediction with 1.9M reactions from USPTO patents (1976-2016). Predict the product of the given reaction. Given the reactants [CH2:1]([N:3]1[CH:7]=[CH:6][N:5]=[C:4]1[CH3:8])[CH3:2].[C:9](=[O:14])([O:12]C)[O:10][CH3:11].[C:15](=O)=O, predict the reaction product. The product is: [CH3:11][O:10][C:9](=[O:12])[O-:14].[CH2:1]([N+:3]1[CH:7]=[CH:6][N:5]([CH3:15])[C:4]=1[CH3:8])[CH3:2].